From a dataset of Full USPTO retrosynthesis dataset with 1.9M reactions from patents (1976-2016). Predict the reactants needed to synthesize the given product. (1) Given the product [CH3:9][O:10][C:11](=[O:17])[CH2:12][CH2:13][C:14]([O:1][N:2]1[C:6](=[O:7])[CH2:5][CH2:4][C:3]1=[O:8])=[O:15], predict the reactants needed to synthesize it. The reactants are: [OH:1][N:2]1[C:6](=[O:7])[CH2:5][CH2:4][C:3]1=[O:8].[CH3:9][O:10][C:11](=[O:17])[CH2:12][CH2:13][C:14](Cl)=[O:15].C(N(CC)CC)C. (2) Given the product [CH3:29][O:17][C:13](=[O:16])[CH:14]([C:22]1[CH:23]=[CH:24][C:19]([Br:18])=[CH:20][CH:21]=1)[NH:9][C:8]1[CH:7]=[CH:6][C:5]([C:1]([CH3:4])([CH3:2])[CH3:3])=[CH:11][CH:10]=1, predict the reactants needed to synthesize it. The reactants are: [C:1]([C:5]1[CH:11]=[CH:10][C:8]([NH2:9])=[CH:7][CH:6]=1)([CH3:4])([CH3:3])[CH3:2].O.[C:13]([OH:17])(=[O:16])[CH:14]=O.[Br:18][C:19]1[CH:24]=[CH:23][C:22](B(O)O)=[CH:21][CH:20]=1.Cl[CH:29](Cl)C. (3) Given the product [S:11]1[C:7]2[CH:6]=[CH:5][CH:4]=[CH:3][C:8]=2[N:9]=[CH:10]1, predict the reactants needed to synthesize it. The reactants are: BrC[C:3]1[C:8]2[N:9]=[CH:10][S:11][C:7]=2[CH:6]=[CH:5][CH:4]=1.[N-]=[N+]=[N-].[Na+].CCOCC. (4) Given the product [F:21][C:22]1[C:27]([S:28]([O-:31])(=[O:30])=[O:29])=[C:26]([F:32])[C:25]([F:33])=[C:24]([F:34])[C:23]=1[F:35].[C:15]1([S+:8]([C:2]2[CH:3]=[CH:4][CH:5]=[CH:6][CH:7]=2)[C:9]2[CH:14]=[CH:13][CH:12]=[CH:11][CH:10]=2)[CH:16]=[CH:17][CH:18]=[CH:19][CH:20]=1, predict the reactants needed to synthesize it. The reactants are: [Br-].[C:2]1([S+:8]([C:15]2[CH:20]=[CH:19][CH:18]=[CH:17][CH:16]=2)[C:9]2[CH:14]=[CH:13][CH:12]=[CH:11][CH:10]=2)[CH:7]=[CH:6][CH:5]=[CH:4][CH:3]=1.[F:21][C:22]1[C:27]([S:28]([O-:31])(=[O:30])=[O:29])=[C:26]([F:32])[C:25]([F:33])=[C:24]([F:34])[C:23]=1[F:35].C[N+](C)(C)C. (5) Given the product [F:40][C:39]([F:42])([F:41])[S:36]([O:17][C:11]1[CH2:12][CH2:13][C:14]([CH3:16])([CH3:15])[C@H:9]([O:8][Si:1]([C:4]([CH3:7])([CH3:6])[CH3:5])([CH3:3])[CH3:2])[CH:10]=1)(=[O:38])=[O:37], predict the reactants needed to synthesize it. The reactants are: [Si:1]([O:8][C@H:9]1[C:14]([CH3:16])([CH3:15])[CH2:13][CH2:12][C:11](=[O:17])[CH2:10]1)([C:4]([CH3:7])([CH3:6])[CH3:5])([CH3:3])[CH3:2].C[Si](C)(C)[N-][Si](C)(C)C.[Li+].ClC1C=CC(N([S:36]([C:39]([F:42])([F:41])[F:40])(=[O:38])=[O:37])[S:36]([C:39]([F:42])([F:41])[F:40])(=[O:38])=[O:37])=NC=1. (6) Given the product [C:24]([NH:1][C:2]1[C:6]2[CH:7]=[N:8][C:9]3[CH:10]=[C:11]([O:17][CH3:18])[C:12]([O:15][CH3:16])=[CH:13][C:14]=3[C:5]=2[S:4][C:3]=1[C:20]([O:22][CH3:23])=[O:21])(=[O:31])[C:25]1[CH:30]=[CH:29][CH:28]=[CH:27][CH:26]=1, predict the reactants needed to synthesize it. The reactants are: [NH2:1][C:2]1[C:6]2[CH:7]=[N:8][C:9]3[CH:10]=[C:11]([O:17][CH3:18])[C:12]([O:15][CH3:16])=[CH:13][C:14]=3[C:5]=2[S:4](=O)[C:3]=1[C:20]([O:22][CH3:23])=[O:21].[C:24](Cl)(=[O:31])[C:25]1[CH:30]=[CH:29][CH:28]=[CH:27][CH:26]=1.CCN(CC)CC.